This data is from hERG Central: cardiac toxicity at 1µM, 10µM, and general inhibition. The task is: Predict hERG channel inhibition at various concentrations. (1) The molecule is C=CCNC(=O)/C(=C\c1cccc([N+](=O)[O-])c1)NC(=O)c1ccccc1. Results: hERG_inhib (hERG inhibition (general)): blocker. (2) The molecule is CCN(CC)CCNc1nc(-c2ccc(OC)cc2)c(-c2ccc(OC)cc2)s1. Results: hERG_inhib (hERG inhibition (general)): blocker. (3) Results: hERG_inhib (hERG inhibition (general)): blocker. The compound is C[C@H]1CC[C@H]2C(=O)N3[C@@H](CC[C@H](C)[C@H]3c3cccc(N4CCCC4=O)c3)C(=O)N2[C@@H]1c1cccc(N2CCCC2=O)c1. (4) The drug is CC(C)OCCCNc1ncnc2c1nc1n2CCCC1. Results: hERG_inhib (hERG inhibition (general)): blocker. (5) The drug is COc1cc2cc(CCCOC(=O)c3ccc(C#N)cc3)oc(=O)c2cc1OC. Results: hERG_inhib (hERG inhibition (general)): blocker. (6) The molecule is COc1ccc(OC)c(CNC(=O)C2CCCN(c3ncnc4c3nc3n4CCCCC3)C2)c1. Results: hERG_inhib (hERG inhibition (general)): blocker. (7) The molecule is OC(CNCCNc1ncccc1C(F)(F)F)COc1ccc(F)cc1. Results: hERG_inhib (hERG inhibition (general)): blocker. (8) The compound is CC(=O)OC1N=C(c2ccc(Cl)cc2)c2cc(Br)ccc2NC1=O. Results: hERG_inhib (hERG inhibition (general)): blocker. (9) The compound is O=C(CN1C(=O)S/C(=C\c2cccc(Cl)c2)C1=O)NCCCn1ccnc1. Results: hERG_inhib (hERG inhibition (general)): blocker. (10) The compound is CCN(CC)CCCN=Cc1c(O)n(CCc2ccc(F)cc2)c(=O)[nH]c1=O. Results: hERG_inhib (hERG inhibition (general)): blocker.